This data is from Full USPTO retrosynthesis dataset with 1.9M reactions from patents (1976-2016). The task is: Predict the reactants needed to synthesize the given product. (1) Given the product [CH:22]1([C:13]([CH3:12])([C:19](=[O:21])[CH3:20])[C:14]([O:16][CH2:17][CH3:18])=[O:15])[CH2:27][CH2:26][CH2:25][CH2:24][CH2:23]1, predict the reactants needed to synthesize it. The reactants are: CC([O-])(C)C.[K+].CC(O)(C)C.[CH3:12][CH:13]([C:19](=[O:21])[CH3:20])[C:14]([O:16][CH2:17][CH3:18])=[O:15].[CH:22]1(I)[CH2:27][CH2:26][CH2:25][CH2:24][CH2:23]1. (2) Given the product [CH3:25][O:24][C:22](=[O:23])[C:21]1[CH:26]=[CH:27][C:18]([C:17]([O:16][CH3:15])=[O:29])=[CH:19][C:20]=1[O:8][C:5]1[CH:6]=[CH:7][C:2]([F:1])=[CH:3][CH:4]=1, predict the reactants needed to synthesize it. The reactants are: [F:1][C:2]1[CH:7]=[CH:6][C:5]([OH:8])=[CH:4][CH:3]=1.C(=O)([O-])[O-].[Cs+].[Cs+].[CH3:15][O:16][C:17](=[O:29])[C:18]1[CH:27]=[CH:26][C:21]([C:22]([O:24][CH3:25])=[O:23])=[CH:20][C:19]=1I.F[P-](F)(F)(F)(F)F. (3) Given the product [F:29][C:30]([F:41])([F:40])[C:31]([OH:33])=[O:32].[CH3:19][C:16]1([CH3:20])[C:17](=[O:18])[N:13]([C:4]2[CH:5]=[CH:6][C:7]([O:8][C:9]([F:11])([F:10])[F:12])=[C:2]([NH:1][C:34](=[O:39])[C:35]([F:36])([F:37])[F:38])[CH:3]=2)[C:14](=[O:28])[N:15]1[CH2:21][C:22]1[CH:23]=[CH:24][N:25]=[CH:26][CH:27]=1, predict the reactants needed to synthesize it. The reactants are: [NH2:1][C:2]1[CH:3]=[C:4]([N:13]2[C:17](=[O:18])[C:16]([CH3:20])([CH3:19])[N:15]([CH2:21][C:22]3[CH:27]=[CH:26][N:25]=[CH:24][CH:23]=3)[C:14]2=[O:28])[CH:5]=[CH:6][C:7]=1[O:8][C:9]([F:12])([F:11])[F:10].[F:29][C:30]([F:41])([F:40])[C:31]([O:33][C:34](=[O:39])[C:35]([F:38])([F:37])[F:36])=[O:32].